The task is: Predict which catalyst facilitates the given reaction.. This data is from Catalyst prediction with 721,799 reactions and 888 catalyst types from USPTO. Reactant: [CH3:1][C:2]([NH:17][CH2:18][C:19]([N:21]1[CH2:25][CH2:24][CH2:23][C@H:22]1[C:26]#[N:27])=[O:20])([CH3:16])[CH2:3][CH2:4][N:5]1[CH:9]=[C:8]([C:10]2[CH:11]=[N:12][CH:13]=[CH:14][CH:15]=2)[N:7]=[CH:6]1.[C:28]([OH:35])(=[O:34])/[CH:29]=[CH:30]/[C:31]([OH:33])=[O:32]. Product: [C:28]([OH:35])(=[O:34])/[CH:29]=[CH:30]/[C:31]([OH:33])=[O:32].[CH3:16][C:2]([NH:17][CH2:18][C:19]([N:21]1[CH2:25][CH2:24][CH2:23][C@H:22]1[C:26]#[N:27])=[O:20])([CH3:1])[CH2:3][CH2:4][N:5]1[CH:9]=[C:8]([C:10]2[CH:11]=[N:12][CH:13]=[CH:14][CH:15]=2)[N:7]=[CH:6]1. The catalyst class is: 1.